The task is: Regression. Given a peptide amino acid sequence and an MHC pseudo amino acid sequence, predict their binding affinity value. This is MHC class I binding data.. This data is from Peptide-MHC class I binding affinity with 185,985 pairs from IEDB/IMGT. (1) The peptide sequence is KAAFDLSHFL. The MHC is HLA-B51:01 with pseudo-sequence HLA-B51:01. The binding affinity (normalized) is 0.0309. (2) The peptide sequence is ELGFNYPEY. The MHC is HLA-A33:01 with pseudo-sequence HLA-A33:01. The binding affinity (normalized) is 0. (3) The peptide sequence is IVLPEKDSW. The MHC is Mamu-B08 with pseudo-sequence Mamu-B08. The binding affinity (normalized) is 0. (4) The peptide sequence is MMLAQAYYG. The MHC is HLA-A31:01 with pseudo-sequence HLA-A31:01. The binding affinity (normalized) is 0.0847. (5) The peptide sequence is IIGFFLVTY. The MHC is HLA-B40:01 with pseudo-sequence HLA-B40:01. The binding affinity (normalized) is 0.0847.